From a dataset of Catalyst prediction with 721,799 reactions and 888 catalyst types from USPTO. Predict which catalyst facilitates the given reaction. (1) Reactant: [NH2:1][C:2]1[CH:3]=[CH:4][C:5]2[N:11]=[C:10]([C:12]3[CH:17]=[CH:16][CH:15]=[C:14]([Br:18])[CH:13]=3)[CH2:9][C:8](=[O:19])[NH:7][C:6]=2[CH:20]=1.CCN(CC)CC.Cl[C:29]([O:31][CH2:32][C:33]1[CH:38]=[CH:37][CH:36]=[CH:35][CH:34]=1)=[O:30]. Product: [Br:18][C:14]1[CH:13]=[C:12]([C:10]2[CH2:9][C:8](=[O:19])[NH:7][C:6]3[CH:20]=[C:2]([NH:1][C:29](=[O:30])[O:31][CH2:32][C:33]4[CH:38]=[CH:37][CH:36]=[CH:35][CH:34]=4)[CH:3]=[CH:4][C:5]=3[N:11]=2)[CH:17]=[CH:16][CH:15]=1. The catalyst class is: 1. (2) Reactant: [OH:1][C:2]1[CH:7]=[CH:6][CH:5]=[CH:4][C:3]=1[C:8](=[O:10])[CH3:9].[C:11]1(=O)[CH2:16][CH2:15][CH2:14][CH2:13][CH2:12]1.N1CCCC1. Product: [C:11]12([CH2:9][C:8](=[O:10])[C:3]3[C:2](=[CH:7][CH:6]=[CH:5][CH:4]=3)[O:1]1)[CH2:16][CH2:15][CH2:14][CH2:13][CH2:12]2. The catalyst class is: 691. (3) Reactant: [F:1][C:2]([C:12]1[CH:17]=[CH:16][C:15](I)=[CH:14][CH:13]=1)([CH3:11])[CH2:3][NH:4][S:5]([CH:8]([CH3:10])[CH3:9])(=[O:7])=[O:6].[N:19]1[CH:24]=[CH:23][CH:22]=[CH:21][C:20]=1B(O)O.C(=O)([O-])[O-].[K+].[K+].O1CCOCC1.O. Product: [F:1][C:2]([C:12]1[CH:17]=[CH:16][C:15]([C:21]2[CH:20]=[N:19][CH:24]=[CH:23][CH:22]=2)=[CH:14][CH:13]=1)([CH3:11])[CH2:3][NH:4][S:5]([CH:8]([CH3:10])[CH3:9])(=[O:7])=[O:6]. The catalyst class is: 6. (4) Reactant: [Br:1][C:2]1[CH:21]=[CH:20][C:5]([O:6][CH:7]2[CH2:12][CH2:11][N:10](C(OC(C)(C)C)=O)[CH2:9][CH2:8]2)=[C:4]([O:22][CH3:23])[CH:3]=1.C(O)(C(F)(F)F)=O. Product: [Br:1][C:2]1[CH:21]=[CH:20][C:5]([O:6][CH:7]2[CH2:12][CH2:11][NH:10][CH2:9][CH2:8]2)=[C:4]([O:22][CH3:23])[CH:3]=1. The catalyst class is: 2. (5) Reactant: [OH-].[K+].C([O:7][C:8](=[O:19])/[CH:9]=[CH:10]/[C:11]1[CH:16]=[CH:15][C:14]([CH:17]=O)=[CH:13][N:12]=1)(C)(C)C.[CH3:20][N:21]1[CH2:26][CH2:25][N:24]([CH2:27][C:28]2[CH:29]=[C:30]([C:34](=[O:36])[CH3:35])[CH:31]=[CH:32][CH:33]=2)[CH2:23][CH2:22]1. Product: [CH3:20][N:21]1[CH2:26][CH2:25][N:24]([CH2:27][C:28]2[CH:29]=[C:30]([C:34](=[O:36])/[CH:35]=[CH:17]/[C:14]3[CH:15]=[CH:16][C:11](/[CH:10]=[CH:9]/[C:8]([OH:7])=[O:19])=[N:12][CH:13]=3)[CH:31]=[CH:32][CH:33]=2)[CH2:23][CH2:22]1. The catalyst class is: 88. (6) Reactant: COC(=O)[CH:4]([CH:17]1[CH2:19][CH2:18]1)[C:5]([C:7]1[C:16]2[C:11](=[CH:12][CH:13]=[CH:14][CH:15]=2)[CH:10]=[CH:9][CH:8]=1)=[O:6].[Na+].[Cl-]. Product: [CH:17]1([CH2:4][C:5]([C:7]2[C:16]3[C:11](=[CH:12][CH:13]=[CH:14][CH:15]=3)[CH:10]=[CH:9][CH:8]=2)=[O:6])[CH2:19][CH2:18]1. The catalyst class is: 58. (7) Reactant: [ClH:1].CCOC(C)=O.[CH3:8][C@@H:9]1[CH2:14][CH2:13][C@@H:12]([C:15]2[O:16][C:17]3[CH:23]=[CH:22][C:21]([C:24]([F:27])([F:26])[F:25])=[CH:20][C:18]=3[N:19]=2)[CH2:11][N:10]1C(OC(C)(C)C)=O. Product: [ClH:1].[CH3:8][C@H:9]1[NH:10][CH2:11][C@H:12]([C:15]2[O:16][C:17]3[CH:23]=[CH:22][C:21]([C:24]([F:26])([F:25])[F:27])=[CH:20][C:18]=3[N:19]=2)[CH2:13][CH2:14]1. The catalyst class is: 25. (8) Reactant: [NH2:1][C:2]1[CH:10]=[C:9]([F:11])[CH:8]=[CH:7][C:3]=1[C:4]([NH2:6])=O.O. Product: [NH2:6][CH2:4][C:3]1[CH:7]=[CH:8][C:9]([F:11])=[CH:10][C:2]=1[NH2:1]. The catalyst class is: 7.